From a dataset of Reaction yield outcomes from USPTO patents with 853,638 reactions. Predict the reaction yield, written as a fraction of the theoretical maximum amount of product (1.0 means a 100% yield; for example, 0.34 means a 34% yield). (1) The reactants are [CH3:1][O:2][C:3]1[CH:8]=[CH:7][C:6]([N:9]2[CH2:14][CH2:13][N:12]([CH2:15][CH2:16][NH2:17])[CH2:11][CH2:10]2)=[CH:5][CH:4]=1.[C:18]([N:22]1[C:26]([C:27]2[CH:32]=[CH:31][C:30]([CH3:33])=[CH:29][CH:28]=2)=[CH:25][C:24]([CH:34]=O)=[N:23]1)([CH3:21])([CH3:20])[CH3:19]. No catalyst specified. The yield is 0.959. The product is [C:18]([N:22]1[C:26]([C:27]2[CH:28]=[CH:29][C:30]([CH3:33])=[CH:31][CH:32]=2)=[CH:25][C:24]([CH2:34][NH:17][CH2:16][CH2:15][N:12]2[CH2:11][CH2:10][N:9]([C:6]3[CH:5]=[CH:4][C:3]([O:2][CH3:1])=[CH:8][CH:7]=3)[CH2:14][CH2:13]2)=[N:23]1)([CH3:21])([CH3:20])[CH3:19]. (2) The reactants are CS(O[CH:6]([CH:17]([CH3:19])[CH3:18])[C:7]1[CH:12]=[CH:11][C:10]([NH:13][C:14](=[O:16])[CH3:15])=[CH:9][CH:8]=1)(=O)=O.[NH:20]1[CH:24]=[N:23][CH:22]=[N:21]1.C([O-])([O-])=O.[K+].[K+]. The catalyst is CC#N. The product is [CH3:18][CH:17]([CH3:19])[CH:6]([C:7]1[CH:12]=[CH:11][C:10]([NH:13][C:14](=[O:16])[CH3:15])=[CH:9][CH:8]=1)[N:20]1[CH:24]=[N:23][CH:22]=[N:21]1. The yield is 0.250. (3) The reactants are [OH:1][C:2]1([CH:6]2[N:11]([CH2:12][C:13]3[CH:18]=[CH:17][CH:16]=[CH:15][CH:14]=3)[C:10](=O)[CH2:9][N:8]([CH2:20][C:21]3[CH:26]=[CH:25][CH:24]=[CH:23][CH:22]=3)[C:7]2=O)[CH2:5][NH:4][CH2:3]1.[BH4-].[Na+].Cl.[C:31](O[C:31]([O:33][C:34]([CH3:37])([CH3:36])[CH3:35])=[O:32])([O:33][C:34]([CH3:37])([CH3:36])[CH3:35])=[O:32]. The catalyst is COCCOC.CO. The product is [C:13]1([CH2:12][N:11]2[CH2:10][CH2:9][N:8]([CH2:20][C:21]3[CH:22]=[CH:23][CH:24]=[CH:25][CH:26]=3)[CH2:7][CH:6]2[C:2]2([OH:1])[CH2:5][N:4]([C:31]([O:33][C:34]([CH3:37])([CH3:36])[CH3:35])=[O:32])[CH2:3]2)[CH:14]=[CH:15][CH:16]=[CH:17][CH:18]=1. The yield is 0.690. (4) The catalyst is O1CCCC1. The yield is 0.990. The product is [Cl:3][C:4]1[C:12]2[N:11]=[C:10]3[N:13]([C:17]4[CH:18]=[N:19][C:20]([N:24]([CH3:25])[CH3:26])=[CH:21][C:22]=4[CH3:23])[CH2:14][CH2:15][CH2:16][N:9]3[C:8]=2[C:7]([CH2:27][OH:28])=[CH:6][CH:5]=1. The reactants are [BH4-].[Li+].[Cl:3][C:4]1[CH:5]=[CH:6][C:7]([C:27](OC)=[O:28])=[C:8]2[C:12]=1[N:11]=[C:10]1[N:13]([C:17]3[CH:18]=[N:19][C:20]([N:24]([CH3:26])[CH3:25])=[CH:21][C:22]=3[CH3:23])[CH2:14][CH2:15][CH2:16][N:9]21.